From a dataset of Forward reaction prediction with 1.9M reactions from USPTO patents (1976-2016). Predict the product of the given reaction. (1) Given the reactants O[NH:2][C@H:3]([C:12](N)=[O:13])[CH2:4][C:5](=[O:11])[O:6][C:7]([CH3:10])([CH3:9])[CH3:8].C(Cl)(Cl)=[O:16], predict the reaction product. The product is: [NH2:2][C@H:3]([C:12]([OH:13])=[O:16])[CH2:4][C:5](=[O:11])[O:6][C:7]([CH3:10])([CH3:9])[CH3:8]. (2) Given the reactants [Cl:1][C:2]1[C:8]([OH:9])=[CH:7][C:5]([NH2:6])=[C:4]([F:10])[CH:3]=1.Cl[C:12]1[C:21]2[C:16](=[CH:17][C:18]([O:24][CH2:25][C:26]3[CH:31]=[CH:30][N:29]=[CH:28][CH:27]=3)=[C:19]([O:22][CH3:23])[CH:20]=2)[N:15]=[CH:14][N:13]=1.Cl, predict the reaction product. The product is: [ClH:1].[Cl:1][C:2]1[C:8]([OH:9])=[CH:7][C:5]([NH:6][C:12]2[C:21]3[C:16](=[CH:17][C:18]([O:24][CH2:25][C:26]4[CH:31]=[CH:30][N:29]=[CH:28][CH:27]=4)=[C:19]([O:22][CH3:23])[CH:20]=3)[N:15]=[CH:14][N:13]=2)=[C:4]([F:10])[CH:3]=1. (3) Given the reactants O.[OH-].[Li+].[CH3:4][O:5][C:6]1[CH:7]=[C:8]([CH:11]=[CH:12][C:13]=1[N:14]1[CH:18]=[N:17][C:16]([CH3:19])=[N:15]1)[CH:9]=O.[Cl:20][CH2:21][CH2:22][CH2:23][CH:24](P(OCC)(OCC)=O)[C:25]([O:27][C:28]([CH3:31])([CH3:30])[CH3:29])=[O:26].C(O)C, predict the reaction product. The product is: [Cl:20][CH2:21][CH2:22][CH2:23]/[C:24](=[CH:9]\[C:8]1[CH:11]=[CH:12][C:13]([N:14]2[CH:18]=[N:17][C:16]([CH3:19])=[N:15]2)=[C:6]([O:5][CH3:4])[CH:7]=1)/[C:25]([O:27][C:28]([CH3:31])([CH3:30])[CH3:29])=[O:26]. (4) Given the reactants C1C([N+]([O-])=O)=CC=C(Cl)C=1.C([O:13][CH:14](OCC)[CH2:15][CH2:16][CH2:17][CH2:18][CH2:19][CH2:20][CH2:21][CH:22]=[CH2:23])C.C(O)CCCCCCCC=C, predict the reaction product. The product is: [CH:14](=[O:13])[CH2:15][CH2:16][CH2:17][CH2:18][CH2:19][CH2:20][CH2:21][CH:22]=[CH2:23]. (5) Given the reactants Cl[C:2]1[N:7]=[C:6]([NH:8][CH2:9][C:10]2[CH:11]=[N:12][N:13]([CH3:15])[CH:14]=2)[C:5]([C:16]([OH:18])=O)=[CH:4][N:3]=1.[CH:19]1[CH:20]=[CH:21][C:22]2[N:27]([OH:28])[N:26]=[N:25][C:23]=2[CH:24]=1.C(Cl)CCl.[NH3:33], predict the reaction product. The product is: [N:27]1([O:28][C:2]2[N:7]=[C:6]([NH:8][CH2:9][C:10]3[CH:11]=[N:12][N:13]([CH3:15])[CH:14]=3)[C:5]([C:16]([NH2:33])=[O:18])=[CH:4][N:3]=2)[C:22]2[CH:21]=[CH:20][CH:19]=[CH:24][C:23]=2[N:25]=[N:26]1. (6) Given the reactants [CH3:1][C:2]1([CH3:36])[O:6][CH2:5][C@H:4]([N:7]2[CH2:16][CH2:15][C:14]3[C:13]([N:17]4[CH2:22][CH2:21][O:20][CH2:19][C@@H:18]4[CH3:23])=[N:12][C:11]([C:24]4[CH:29]=[CH:28][C:27]([NH:30][C:31]([NH:33][CH2:34][CH3:35])=[O:32])=[CH:26][CH:25]=4)=[N:10][C:9]=3[CH2:8]2)[CH2:3]1.O1CCC(C=O)C1, predict the reaction product. The product is: [CH3:36][C:2]1([CH3:1])[O:6][CH2:5][C@@H:4]([N:7]2[CH2:16][CH2:15][C:14]3[C:13]([N:17]4[CH2:22][CH2:21][O:20][CH2:19][C@@H:18]4[CH3:23])=[N:12][C:11]([C:24]4[CH:29]=[CH:28][C:27]([NH:30][C:31]([NH:33][CH2:34][CH3:35])=[O:32])=[CH:26][CH:25]=4)=[N:10][C:9]=3[CH2:8]2)[CH2:3]1.